Dataset: Catalyst prediction with 721,799 reactions and 888 catalyst types from USPTO. Task: Predict which catalyst facilitates the given reaction. (1) Reactant: [CH2:1]([O:3][C:4](=[O:25])[C:5]([O:8][C:9]1[CH:14]=[CH:13][C:12]([O:15]CC2C=CC=CC=2)=[CH:11][C:10]=1[CH:23]=[O:24])([CH3:7])[CH3:6])[CH3:2].[H][H]. Product: [CH2:1]([O:3][C:4](=[O:25])[C:5]([O:8][C:9]1[CH:14]=[CH:13][C:12]([OH:15])=[CH:11][C:10]=1[CH2:23][OH:24])([CH3:7])[CH3:6])[CH3:2]. The catalyst class is: 29. (2) Reactant: [Br:1][C:2]1[CH:7]=[C:6]([CH3:8])[CH:5]=[CH:4][C:3]=1[OH:9].[OH-].[NH4+].[I-:12].[K+].II.C1(O)C=CC=CC=1. Product: [Br:1][C:2]1[CH:7]=[C:6]([CH3:8])[CH:5]=[C:4]([I:12])[C:3]=1[OH:9]. The catalyst class is: 24. (3) Reactant: C[O:2][C:3](=O)[CH2:4][CH2:5][C:6]1[C:7](=[O:15])[N:8]([CH2:12][CH:13]=[CH2:14])[CH2:9][CH2:10][CH:11]=1.[NH2:17][O:18][K].C(O)(=O)C. Product: [CH2:12]([N:8]1[CH2:9][CH2:10][CH:11]=[C:6]([CH2:5][CH2:4][C:3]([NH:17][OH:18])=[O:2])[C:7]1=[O:15])[CH:13]=[CH2:14]. The catalyst class is: 125.